The task is: Predict the reaction yield, written as a fraction of the theoretical maximum amount of product (1.0 means a 100% yield; for example, 0.34 means a 34% yield).. This data is from Reaction yield outcomes from USPTO patents with 853,638 reactions. (1) The reactants are [F:1][C:2]1[CH:7]=[C:6]([CH3:8])[C:5]([N+:9]([O-:11])=[O:10])=[CH:4][C:3]=1[N+:12]([O-:14])=[O:13].C[C:16]([N:18]([CH3:20])[CH3:19])=O.CN(C=O)C. The product is [F:1][C:2]1[C:3]([N+:12]([O-:14])=[O:13])=[CH:4][C:5]([N+:9]([O-:11])=[O:10])=[C:6](/[CH:8]=[CH:16]/[N:18]([CH3:20])[CH3:19])[CH:7]=1. The yield is 0.630. The catalyst is O. (2) The reactants are [C:1]([O:4][C@@H:5]1[C@@H:19]([O:20][C:21](=[O:23])[CH3:22])[C@H:18]([O:24][C:25](=[O:27])[CH3:26])[CH2:17][S:16][C@H:6]1[O:7][C:8]1[CH:13]=[C:12]([F:14])[CH:11]=[CH:10][C:9]=1Br)(=[O:3])[CH3:2].[N:28]1[CH:33]=[CH:32][C:31](B(O)O)=[CH:30][CH:29]=1. No catalyst specified. The product is [C:1]([O:4][C@@H:5]1[C@@H:19]([O:20][C:21](=[O:23])[CH3:22])[C@H:18]([O:24][C:25](=[O:27])[CH3:26])[CH2:17][S:16][C@H:6]1[O:7][C:8]1[CH:13]=[C:12]([F:14])[CH:11]=[CH:10][C:9]=1[C:31]1[CH:32]=[CH:33][N:28]=[CH:29][CH:30]=1)(=[O:3])[CH3:2]. The yield is 0.790.